This data is from NCI-60 drug combinations with 297,098 pairs across 59 cell lines. The task is: Regression. Given two drug SMILES strings and cell line genomic features, predict the synergy score measuring deviation from expected non-interaction effect. (1) Drug 1: CS(=O)(=O)C1=CC(=C(C=C1)C(=O)NC2=CC(=C(C=C2)Cl)C3=CC=CC=N3)Cl. Drug 2: CCC(=C(C1=CC=CC=C1)C2=CC=C(C=C2)OCCN(C)C)C3=CC=CC=C3.C(C(=O)O)C(CC(=O)O)(C(=O)O)O. Cell line: NCI-H522. Synergy scores: CSS=6.21, Synergy_ZIP=-1.04, Synergy_Bliss=-0.0659, Synergy_Loewe=-1.01, Synergy_HSA=-0.879. (2) Drug 1: CC(C1=C(C=CC(=C1Cl)F)Cl)OC2=C(N=CC(=C2)C3=CN(N=C3)C4CCNCC4)N. Drug 2: C(=O)(N)NO. Cell line: MALME-3M. Synergy scores: CSS=5.20, Synergy_ZIP=-2.37, Synergy_Bliss=-0.716, Synergy_Loewe=-1.07, Synergy_HSA=-1.05. (3) Drug 1: C1CN1P(=S)(N2CC2)N3CC3. Drug 2: C1=NC2=C(N=C(N=C2N1C3C(C(C(O3)CO)O)F)Cl)N. Cell line: 786-0. Synergy scores: CSS=9.50, Synergy_ZIP=-3.49, Synergy_Bliss=-3.83, Synergy_Loewe=-21.9, Synergy_HSA=-5.93. (4) Cell line: SNB-19. Drug 2: C1CN1C2=NC(=NC(=N2)N3CC3)N4CC4. Synergy scores: CSS=29.1, Synergy_ZIP=-1.99, Synergy_Bliss=2.70, Synergy_Loewe=-1.87, Synergy_HSA=2.80. Drug 1: C1CN1P(=S)(N2CC2)N3CC3. (5) Drug 1: CC1=C2C(C(=O)C3(C(CC4C(C3C(C(C2(C)C)(CC1OC(=O)C(C(C5=CC=CC=C5)NC(=O)OC(C)(C)C)O)O)OC(=O)C6=CC=CC=C6)(CO4)OC(=O)C)OC)C)OC. Drug 2: CC1CCC2CC(C(=CC=CC=CC(CC(C(=O)C(C(C(=CC(C(=O)CC(OC(=O)C3CCCCN3C(=O)C(=O)C1(O2)O)C(C)CC4CCC(C(C4)OC)O)C)C)O)OC)C)C)C)OC. Cell line: M14. Synergy scores: CSS=41.5, Synergy_ZIP=-2.76, Synergy_Bliss=-2.45, Synergy_Loewe=-6.83, Synergy_HSA=0.118.